From a dataset of Full USPTO retrosynthesis dataset with 1.9M reactions from patents (1976-2016). Predict the reactants needed to synthesize the given product. Given the product [CH3:1][O:2][C:3]1[CH:8]=[C:7]([O:9][CH3:10])[CH:6]=[CH:5][C:4]=1[C:20](=[O:34])[CH2:21][N:22]([CH3:33])[C:23]1[CH:24]=[CH:25][C:26]([C:27]([O:29][CH3:30])=[O:28])=[CH:31][CH:32]=1, predict the reactants needed to synthesize it. The reactants are: [CH3:1][O:2][C:3]1[CH:8]=[C:7]([O:9][CH3:10])[CH:6]=[CH:5][C:4]=1Br.[Li]CCCC.CON(C)[C:20](=[O:34])[CH2:21][N:22]([CH3:33])[C:23]1[CH:32]=[CH:31][C:26]([C:27]([O:29][CH3:30])=[O:28])=[CH:25][CH:24]=1.